From a dataset of Full USPTO retrosynthesis dataset with 1.9M reactions from patents (1976-2016). Predict the reactants needed to synthesize the given product. (1) Given the product [CH:1]([C:4]1[CH:5]=[C:6]([C@@H:10]([NH:12][S@:13]([C:15]([CH3:18])([CH3:16])[CH3:17])=[O:14])[CH3:11])[CH:7]=[CH:8][CH:9]=1)([CH3:3])[CH3:2], predict the reactants needed to synthesize it. The reactants are: [CH:1]([C:4]1[CH:5]=[C:6](/[C:10](=[N:12]/[S@:13]([C:15]([CH3:18])([CH3:17])[CH3:16])=[O:14])/[CH3:11])[CH:7]=[CH:8][CH:9]=1)([CH3:3])[CH3:2].O.[BH4-].[Na+]. (2) The reactants are: C([O:3][C:4](=[O:19])[CH2:5][N:6]([CH3:18])[C:7]1[CH:12]=[CH:11][C:10]([O:13][C:14]([F:17])([F:16])[F:15])=[CH:9][CH:8]=1)C.[OH-].[K+].Cl. Given the product [CH3:18][N:6]([C:7]1[CH:12]=[CH:11][C:10]([O:13][C:14]([F:15])([F:16])[F:17])=[CH:9][CH:8]=1)[CH2:5][C:4]([OH:19])=[O:3], predict the reactants needed to synthesize it. (3) Given the product [OH:29][CH2:28][CH2:27][CH2:26][CH2:25][CH2:24][CH2:23][CH2:22][CH2:21][CH2:20][CH2:19][C:5]1[CH:6]([CH3:9])[CH2:7][CH2:8][C:3](=[O:2])[CH:4]=1, predict the reactants needed to synthesize it. The reactants are: C1CO[C:3]2([CH2:8][CH2:7][CH:6]([CH3:9])[C:5]([CH2:19][CH2:20][CH2:21][CH2:22][CH2:23][CH2:24][CH2:25][CH2:26][CH2:27][CH2:28][OH:29])(S(C3C=CC=CC=3)(=O)=O)[CH2:4]2)[O:2]1.C(=O)(O)[O-].[Na+]. (4) Given the product [CH3:9][O:8][C:6]([C:5]1[CH:10]=[CH:11][C:2]([N:15]2[CH2:16][CH2:17][CH2:18][N:12]([C:19]([O:21][C:22]([CH3:25])([CH3:24])[CH3:23])=[O:20])[CH2:13][CH2:14]2)=[CH:3][CH:4]=1)=[O:7], predict the reactants needed to synthesize it. The reactants are: I[C:2]1[CH:11]=[CH:10][C:5]([C:6]([O:8][CH3:9])=[O:7])=[CH:4][CH:3]=1.[N:12]1([C:19]([O:21][C:22]([CH3:25])([CH3:24])[CH3:23])=[O:20])[CH2:18][CH2:17][CH2:16][NH:15][CH2:14][CH2:13]1.C(=O)([O-])[O-].[Cs+].[Cs+].C(C1CCCCC1=O)(=O)C. (5) Given the product [CH:15]([NH:1][C:2]([NH2:4])=[O:3])([NH:1][C:2]([NH2:4])=[O:3])[CH:16]([CH3:18])[CH3:17], predict the reactants needed to synthesize it. The reactants are: [NH2:1][C:2]([NH2:4])=[O:3].S(=O)(=O)(O)O.P(=O)(O)(O)O.[CH:15](=O)[CH:16]([CH3:18])[CH3:17].